This data is from Catalyst prediction with 721,799 reactions and 888 catalyst types from USPTO. The task is: Predict which catalyst facilitates the given reaction. (1) The catalyst class is: 18. Reactant: [O:1]1[CH:5]=[CH:4][CH:3]=[C:2]1[C:6]1[CH:25]=[CH:24][C:9]([C:10]([N:12]([CH2:16][C:17]2[CH:22]=[CH:21][CH:20]=[CH:19][C:18]=2[OH:23])[CH:13]([CH3:15])[CH3:14])=[O:11])=[CH:8][CH:7]=1.C(=O)([O-])[O-].[K+].[K+].Br[CH2:33][CH2:34][O:35][CH2:36][CH2:37][C:38]([O:40][CH2:41][CH3:42])=[O:39]. Product: [O:1]1[CH:5]=[CH:4][CH:3]=[C:2]1[C:6]1[CH:7]=[CH:8][C:9]([C:10]([N:12]([CH2:16][C:17]2[CH:22]=[CH:21][CH:20]=[CH:19][C:18]=2[O:23][CH2:33][CH2:34][O:35][CH2:36][CH2:37][C:38]([O:40][CH2:41][CH3:42])=[O:39])[CH:13]([CH3:15])[CH3:14])=[O:11])=[CH:24][CH:25]=1. (2) Reactant: [N+:1]([C:4]1[CH:14]=[C:13]([C:15]([F:18])([F:17])[F:16])[CH:12]=[CH:11][C:5]=1[CH2:6][NH:7][CH2:8][CH2:9][OH:10])([O-:3])=[O:2].[N:19]#[C:20]Br. Product: [N+:1]([C:4]1[CH:14]=[C:13]([C:15]([F:16])([F:17])[F:18])[CH:12]=[CH:11][C:5]=1[CH2:6][N:7]1[CH2:8][CH2:9][O:10][C:20]1=[NH:19])([O-:3])=[O:2]. The catalyst class is: 7. (3) Reactant: [N+:1]([C:4]1[CH:9]=[CH:8][C:7]([S:10](Cl)(=[O:12])=[O:11])=[CH:6][CH:5]=1)([O-:3])=[O:2].N1C=CC=CC=1.C1COCC1.[Cl:25][CH:26]1[CH2:31][CH2:30][NH:29][CH2:28][CH2:27]1. Product: [Cl:25][CH:26]1[CH2:31][CH2:30][N:29]([S:10]([C:7]2[CH:8]=[CH:9][C:4]([N+:1]([O-:3])=[O:2])=[CH:5][CH:6]=2)(=[O:12])=[O:11])[CH2:28][CH2:27]1. The catalyst class is: 25. (4) Reactant: [NH2:1][C@H:2]1[C@H:6]([O:7][C:8]2[C:17]3[C:12](=[CH:13][CH:14]=[C:15]([O:18][CH3:19])[CH:16]=3)[N:11]=[CH:10][N:9]=2)[CH2:5][N:4]([CH2:20][C@H:21]2[O:25][C:24](=[O:26])[N:23]([C:27]3[CH:28]=[CH:29][C:30]4[S:35][CH2:34][C:33](=[O:36])[NH:32][C:31]=4[CH:37]=3)[CH2:22]2)[CH2:3]1.[C:38](N1C=CN=C1)(=[O:40])[CH3:39].CCN(C(C)C)C(C)C. Product: [CH3:19][O:18][C:15]1[CH:16]=[C:17]2[C:12](=[CH:13][CH:14]=1)[N:11]=[CH:10][N:9]=[C:8]2[O:7][C@@H:6]1[CH2:5][N:4]([CH2:20][C@H:21]2[O:25][C:24](=[O:26])[N:23]([C:27]3[CH:28]=[CH:29][C:30]4[S:35][CH2:34][C:33](=[O:36])[NH:32][C:31]=4[CH:37]=3)[CH2:22]2)[CH2:3][C@H:2]1[NH:1][C:38](=[O:40])[CH3:39]. The catalyst class is: 2. (5) Reactant: [CH:1]1(B(O)O)[CH2:3][CH2:2]1.C(=O)([O-])[O-].[Na+].[Na+].C1(P(C2CCCCC2)C2C=CC=CC=2C2C(OC)=CC=CC=2OC)CCCCC1.Br[C:43]1[CH:50]=[CH:49][C:46]([CH:47]=[O:48])=[C:45]([F:51])[C:44]=1[F:52]. Product: [CH:1]1([C:43]2[CH:50]=[CH:49][C:46]([CH:47]=[O:48])=[C:45]([F:51])[C:44]=2[F:52])[CH2:3][CH2:2]1. The catalyst class is: 720.